Dataset: Forward reaction prediction with 1.9M reactions from USPTO patents (1976-2016). Task: Predict the product of the given reaction. (1) Given the reactants [CH2:1]([O:3][C:4](=[O:14])[CH:5]([C:9]([CH:11]1[CH2:13][CH2:12]1)=O)[C:6](=O)[CH3:7])[CH3:2].C(=O)([O-])[O-].[Cs+].[Cs+].COS(C(F)(F)F)(=O)=O.Cl.[F:31][C:32]([F:43])([F:42])[C:33]1[CH:34]=[C:35]([CH:39]=[CH:40][CH:41]=1)[C:36]([NH2:38])=[NH:37].CC(C)([O-])C.[Na+], predict the reaction product. The product is: [CH2:1]([O:3][C:4]([C:5]1[C:9]([CH:11]2[CH2:13][CH2:12]2)=[N:37][C:36]([C:35]2[CH:39]=[CH:40][CH:41]=[C:33]([C:32]([F:31])([F:42])[F:43])[CH:34]=2)=[N:38][C:6]=1[CH3:7])=[O:14])[CH3:2]. (2) The product is: [CH2:1]([N:8]1[C:20]2[CH:19]=[C:18]([C:21]([O:23][CH3:24])=[O:22])[CH:17]=[CH:16][C:15]=2[C:14]2[C:9]1=[CH:10][C:11]([C:27]1[C:28]([CH3:33])=[N:29][O:30][C:31]=1[CH3:32])=[CH:12][C:13]=2[C:25](=[O:35])[NH2:26])[C:2]1[CH:3]=[CH:4][CH:5]=[CH:6][CH:7]=1. Given the reactants [CH2:1]([N:8]1[C:20]2[CH:19]=[C:18]([C:21]([O:23][CH3:24])=[O:22])[CH:17]=[CH:16][C:15]=2[C:14]2[C:9]1=[CH:10][C:11]([C:27]1[C:28]([CH3:33])=[N:29][O:30][C:31]=1[CH3:32])=[CH:12][C:13]=2[C:25]#[N:26])[C:2]1[CH:7]=[CH:6][CH:5]=[CH:4][CH:3]=1.C([O-])([O-])=[O:35].[K+].[K+].OO, predict the reaction product. (3) The product is: [Cl:18][C:14]1[CH:15]=[N:16][C:7]([NH:6][CH:4]2[CH2:3][C:2]([F:1])([F:17])[CH2:5]2)=[C:8]([CH:13]=1)[C:9]([O:11][CH3:12])=[O:10]. Given the reactants [F:1][C:2]1([F:17])[CH2:5][CH:4]([NH:6][C:7]2[N:16]=[CH:15][CH:14]=[CH:13][C:8]=2[C:9]([O:11][CH3:12])=[O:10])[CH2:3]1.[Cl:18]N1C(=O)CCC1=O.CN(C=O)C.Cl, predict the reaction product. (4) Given the reactants [O:1]=[C:2]1[NH:7][C:6]2[CH:8]=[C:9]([CH2:12][N:13]3[CH2:18][CH2:17][N:16]([C:19]4[CH:27]=[CH:26][C:22]([C:23]([OH:25])=O)=[CH:21][CH:20]=4)[CH2:15][CH2:14]3)[CH:10]=[N:11][C:5]=2[N:4]2[CH2:28][CH2:29][S:30][CH2:31][C@@H:3]12.[CH2:32]([N:34](C(C)C)C(C)C)C.Cl.CN, predict the reaction product. The product is: [CH3:32][NH:34][C:23](=[O:25])[C:22]1[CH:26]=[CH:27][C:19]([N:16]2[CH2:15][CH2:14][N:13]([CH2:12][C:9]3[CH:10]=[N:11][C:5]4[N:4]5[CH2:28][CH2:29][S:30][CH2:31][C@H:3]5[C:2](=[O:1])[NH:7][C:6]=4[CH:8]=3)[CH2:18][CH2:17]2)=[CH:20][CH:21]=1. (5) Given the reactants Cl[CH2:2][C:3]1[CH:26]=[CH:25][C:6]([O:7][CH2:8][C:9]2[N:10]=[C:11]([C:15]3[CH:16]=[C:17]([CH:22]=[CH:23][CH:24]=3)[C:18]([O:20][CH3:21])=[O:19])[O:12][C:13]=2[CH3:14])=[C:5]([O:27][CH3:28])[CH:4]=1.O[C:30]1[C:34]([CH:35]=[O:36])=[CH:33][N:32]([C:37]2[CH:42]=[CH:41][CH:40]=[CH:39][CH:38]=2)[N:31]=1.CN(C)C=[O:46].[H-].[Na+], predict the reaction product. The product is: [CH:35]([C:34]1[CH2:30][N:31]([O:46][CH2:2][C:3]2[CH:26]=[CH:25][C:6]([O:7][CH2:8][C:9]3[N:10]=[C:11]([C:15]4[CH:16]=[C:17]([CH:22]=[CH:23][CH:24]=4)[C:18]([O:20][CH3:21])=[O:19])[O:12][C:13]=3[CH3:14])=[C:5]([O:27][CH3:28])[CH:4]=2)[N:32]([C:37]2[CH:42]=[CH:41][CH:40]=[CH:39][CH:38]=2)[CH:33]=1)=[O:36]. (6) Given the reactants [CH:1]([C:3]1[CH:8]=[CH:7][C:6]([CH:9]([CH3:14])[C:10]([O:12][CH3:13])=[O:11])=[CH:5][C:4]=1[N+:15]([O-:17])=[O:16])=O.[O:18]=[C:19]1[CH2:23][CH2:22][S:21][CH2:20]1, predict the reaction product. The product is: [N+:15]([C:4]1[CH:5]=[C:6]([CH:9]([CH3:14])[C:10]([O:12][CH3:13])=[O:11])[CH:7]=[CH:8][C:3]=1[CH:1]=[C:20]1[C:19](=[O:18])[CH2:23][CH2:22][S:21]1)([O-:17])=[O:16]. (7) Given the reactants [C:1](Cl)(=[O:11])[CH2:2][CH2:3][CH2:4][CH2:5][CH2:6][CH2:7][CH2:8][CH2:9][CH3:10].[CH3:13][O:14][C:15]1[CH:41]=[CH:40][C:18]([CH2:19][O:20][C:21]2[CH:22]=[C:23]([CH:37]=[CH:38][CH:39]=2)[C:24]([NH:26][C:27]2[CH:32]=[CH:31][CH:30]=[CH:29][C:28]=2[S:33](=[O:36])(=[O:35])[NH2:34])=[O:25])=[CH:17][CH:16]=1, predict the reaction product. The product is: [CH3:13][O:14][C:15]1[CH:16]=[CH:17][C:18]([CH2:19][O:20][C:21]2[CH:22]=[C:23]([CH:37]=[CH:38][CH:39]=2)[C:24]([NH:26][C:27]2[CH:32]=[CH:31][CH:30]=[CH:29][C:28]=2[S:33]([NH:34][C:1](=[O:11])[CH2:2][CH2:3][CH2:4][CH2:5][CH2:6][CH2:7][CH2:8][CH2:9][CH3:10])(=[O:36])=[O:35])=[O:25])=[CH:40][CH:41]=1. (8) Given the reactants [CH2:1]([O:4][C:5]1[CH:6]=[C:7]([CH2:15][CH2:16][NH:17][CH:18]=[CH:19][C:20]([O:22][CH3:23])=[O:21])[CH:8]=[CH:9][C:10]=1[O:11][CH2:12][CH2:13][CH3:14])[CH2:2][CH3:3].[C:24](Cl)(=[O:29])[CH2:25][C:26](Cl)=[O:27], predict the reaction product. The product is: [CH2:1]([O:4][C:5]1[CH:6]=[C:7]([CH2:15][CH2:16][N:17]2[C:26](=[O:27])[CH2:25][C:24](=[O:29])[C:19]([C:20]([O:22][CH3:23])=[O:21])=[CH:18]2)[CH:8]=[CH:9][C:10]=1[O:11][CH2:12][CH2:13][CH3:14])[CH2:2][CH3:3].